Dataset: Full USPTO retrosynthesis dataset with 1.9M reactions from patents (1976-2016). Task: Predict the reactants needed to synthesize the given product. Given the product [F:1][C:2]1[CH:3]=[C:4]([NH:5][NH2:11])[CH:6]=[CH:7][C:8]=1[O:9][CH3:10], predict the reactants needed to synthesize it. The reactants are: [F:1][C:2]1[CH:3]=[C:4]([CH:6]=[CH:7][C:8]=1[O:9][CH3:10])[NH2:5].[N:11]([O-])=O.[Na+].O.O.[Sn](Cl)Cl.